This data is from Forward reaction prediction with 1.9M reactions from USPTO patents (1976-2016). The task is: Predict the product of the given reaction. Given the reactants C(N(CC)CC)C.[CH:8]1([NH:11][CH2:12][C:13]2[CH:14]=[C:15]([C:21]3[CH:22]=[CH:23][C:24]4[O:28][N:27]=[C:26]([NH:29][CH2:30][C:31]([CH3:34])([CH3:33])[CH3:32])[C:25]=4[CH:35]=3)[CH:16]=[CH:17][C:18]=2[O:19][CH3:20])[CH2:10][CH2:9]1.[CH3:36][S:37](Cl)(=[O:39])=[O:38], predict the reaction product. The product is: [CH:8]1([N:11]([CH2:12][C:13]2[CH:14]=[C:15]([C:21]3[CH:22]=[CH:23][C:24]4[O:28][N:27]=[C:26]([NH:29][CH2:30][C:31]([CH3:32])([CH3:34])[CH3:33])[C:25]=4[CH:35]=3)[CH:16]=[CH:17][C:18]=2[O:19][CH3:20])[S:37]([CH3:36])(=[O:39])=[O:38])[CH2:9][CH2:10]1.